Dataset: Rat liver microsome stability data. Task: Regression/Classification. Given a drug SMILES string, predict its absorption, distribution, metabolism, or excretion properties. Task type varies by dataset: regression for continuous measurements (e.g., permeability, clearance, half-life) or binary classification for categorical outcomes (e.g., BBB penetration, CYP inhibition). Dataset: rlm. (1) The drug is CC(C)N(CCCNC(=O)Nc1ccc(C(C)(C)C)cc1)C[C@H]1O[C@@H](n2cc(Br)c3c(N)ncnc32)[C@H](O)[C@H]1O. The result is 1 (stable in rat liver microsomes). (2) The drug is O=C1/C(=C\c2ccccc2)C[C@@]2(O)C3Cc4ccc(O)c5c4[C@@]2(CCN3CC2CC2)[C@H]1O5. The result is 1 (stable in rat liver microsomes). (3) The compound is Cc1noc(C)c1NC(=O)[C@H](Cc1c[nH]c2ccccc12)NC(=O)C1CCCCC1. The result is 1 (stable in rat liver microsomes). (4) The compound is Cc1ccccc1C(=O)Nc1ccc2c(c1)CCCN2C(=O)c1cccs1. The result is 1 (stable in rat liver microsomes). (5) The drug is O=C(c1cnc2cc(F)c(F)cc2c1N1CCC2(CC1)OCCO2)N1CCN(C(=O)C2CC2)CC1. The result is 0 (unstable in rat liver microsomes).